From a dataset of hERG potassium channel inhibition data for cardiac toxicity prediction from Karim et al.. Regression/Classification. Given a drug SMILES string, predict its toxicity properties. Task type varies by dataset: regression for continuous values (e.g., LD50, hERG inhibition percentage) or binary classification for toxic/non-toxic outcomes (e.g., AMES mutagenicity, cardiotoxicity, hepatotoxicity). Dataset: herg_karim. (1) The compound is CS(=O)(=O)Cc1cc(N2CCOCC2)nc(-c2ccc3[nH]ccc3c2)n1. The result is 0 (non-blocker). (2) The molecule is O=C(C[C@@H]1CC=CCCC(=O)O[C@H](c2ccccc2)CNC1=O)NCc1ccc(Cl)cc1. The result is 0 (non-blocker). (3) The result is 1 (blocker). The compound is Cc1cccnc1CN1CCC2(CC1)C(=O)N(c1ccc(-c3ccccc3)cc1)C(=O)N2c1cc(=O)[nH]cn1. (4) The drug is CC(C)(C)NC(=O)NCCN1CCC(CO)(CNC(=O)c2cc(Cl)cc(Cl)c2)CC1. The result is 0 (non-blocker). (5) The drug is CCC[C@@H]1C[C@H](N(C)C(C)C)CC[C@@H]1NC(=O)CNC(=O)c1cccc(C(F)(F)F)c1. The result is 0 (non-blocker). (6) The drug is Cn1nccc1-c1nnc(SCCCN2CC[C@]3(C[C@@H]3c3ccc(C(F)(F)F)cc3)C2)n1C. The result is 1 (blocker).